From a dataset of Reaction yield outcomes from USPTO patents with 853,638 reactions. Predict the reaction yield, written as a fraction of the theoretical maximum amount of product (1.0 means a 100% yield; for example, 0.34 means a 34% yield). (1) The reactants are [NH2:1][C:2]1[CH:10]=[C:9]([O:11][CH3:12])[CH:8]=[C:7]([O:13][CH3:14])[C:3]=1[C:4]([NH2:6])=[O:5].[O:15]([CH2:23][CH2:24][O:25][C:26]1[C:33]([CH3:34])=[CH:32][C:29]([CH:30]=O)=[CH:28][C:27]=1[CH3:35])[Si](C(C)(C)C)(C)C.II.C(=O)([O-])[O-].[K+].[K+]. The catalyst is CN(C)C=O. The product is [OH:15][CH2:23][CH2:24][O:25][C:26]1[C:33]([CH3:34])=[CH:32][C:29]([C:30]2[NH:6][C:4](=[O:5])[C:3]3[C:2](=[CH:10][C:9]([O:11][CH3:12])=[CH:8][C:7]=3[O:13][CH3:14])[N:1]=2)=[CH:28][C:27]=1[CH3:35]. The yield is 0.390. (2) The reactants are [CH2:1]([O:3][CH:4]([O:14][CH2:15][CH3:16])[C:5]1[CH:10]=[CH:9][C:8]([CH2:11][NH:12][CH3:13])=[CH:7][CH:6]=1)[CH3:2].C(N(CC)CC)C.[C:24](Cl)(=[O:33])[O:25][CH2:26][C:27]1[CH:32]=[CH:31][CH:30]=[CH:29][CH:28]=1. The catalyst is ClCCl. The product is [CH2:15]([O:14][CH:4]([O:3][CH2:1][CH3:2])[C:5]1[CH:10]=[CH:9][C:8]([CH2:11][N:12]([CH3:13])[C:24](=[O:33])[O:25][CH2:26][C:27]2[CH:32]=[CH:31][CH:30]=[CH:29][CH:28]=2)=[CH:7][CH:6]=1)[CH3:16]. The yield is 0.570. (3) The reactants are [CH2:1]([O:4][C:5]([NH:7][C:8]1[CH:9]=[C:10]([CH:16]=[CH:17][CH:18]=1)[C:11]([O:13]CC)=O)=[O:6])[CH:2]=[CH2:3].[Cl:19][C:20]1[N:25]=[C:24]([CH3:26])[CH:23]=[CH:22][N:21]=1. The product is [Cl:19][C:20]1[N:25]=[C:24]([CH2:26][C:11]([C:10]2[CH:9]=[C:8]([NH:7][C:5](=[O:6])[O:4][CH2:1][CH:2]=[CH2:3])[CH:18]=[CH:17][CH:16]=2)=[O:13])[CH:23]=[CH:22][N:21]=1. The catalyst is [Li+].C[Si]([N-][Si](C)(C)C)(C)C.C1COCC1. The yield is 0.510. (4) The reactants are [CH2:1]([C:5]1[N:6]=[C:7]([CH2:27][CH3:28])[NH:8][C:9](=[O:26])[C:10]=1[CH2:11][C:12]1[CH:17]=[CH:16][C:15]([C:18]2[C:19]([C:24]#[N:25])=[CH:20][CH:21]=[CH:22][CH:23]=2)=[CH:14][CH:13]=1)[CH2:2][CH2:3][CH3:4].[C:29]1(B(O)O)[CH:34]=[CH:33][CH:32]=[CH:31][CH:30]=1.N1C=CC=CC=1.C(N(CC)CC)C. The catalyst is C(OCC)(=O)C.C([O-])(=O)C.[Cu+2].C([O-])(=O)C.ClCCl. The product is [CH2:1]([C:5]1[N:6]=[C:7]([CH2:27][CH3:28])[N:8]([C:29]2[CH:34]=[CH:33][CH:32]=[CH:31][CH:30]=2)[C:9](=[O:26])[C:10]=1[CH2:11][C:12]1[CH:17]=[CH:16][C:15]([C:18]2[C:19]([C:24]#[N:25])=[CH:20][CH:21]=[CH:22][CH:23]=2)=[CH:14][CH:13]=1)[CH2:2][CH2:3][CH3:4]. The yield is 0.550. (5) The reactants are [CH3:1][C:2]1[CH:3]=[C:4]([C:10]([CH3:16])([CH3:15])[CH2:11][C:12]([OH:14])=[O:13])[CH:5]=[CH:6][C:7]=1[O:8]C.Br. The catalyst is C(O)(=O)C. The product is [CH3:1][C:2]1[CH:3]=[C:4]([C:10]([CH3:16])([CH3:15])[CH2:11][C:12]([OH:14])=[O:13])[CH:5]=[CH:6][C:7]=1[OH:8]. The yield is 0.950. (6) The reactants are [F:1][C:2]1[CH:9]=[CH:8][C:5]([CH2:6][NH2:7])=[CH:4][CH:3]=1.[CH2:10]([CH:12]1[O:14][CH2:13]1)[Cl:11]. The catalyst is O. The product is [Cl:11][CH2:10][CH:12]([OH:14])[CH2:13][NH:7][CH2:6][C:5]1[CH:8]=[CH:9][C:2]([F:1])=[CH:3][CH:4]=1. The yield is 0.895. (7) The reactants are C[O:2][C:3]1[CH:19]=[CH:18][C:6]2[N:7]=[C:8]([C:10]3[CH:15]=[CH:14][C:13]([O:16]C)=[CH:12][CH:11]=3)[S:9][C:5]=2[CH:4]=1.Cl.N1C=CC=CC=1.Cl. No catalyst specified. The product is [OH:16][C:13]1[CH:12]=[CH:11][C:10]([C:8]2[S:9][C:5]3[CH:4]=[C:3]([OH:2])[CH:19]=[CH:18][C:6]=3[N:7]=2)=[CH:15][CH:14]=1. The yield is 1.00. (8) The reactants are [Cl:1][C:2]1[CH:3]=[CH:4][C:5]([NH:8][C:9](=[O:41])[O:10][CH2:11][C@@H:12]([N:27]([CH3:40])[C:28]([NH:30][CH2:31][C:32]2[CH:37]=[CH:36][CH:35]=[C:34]([F:38])[C:33]=2[Cl:39])=[O:29])[CH2:13][CH2:14][CH2:15][N:16]2C(=O)C3C(=CC=CC=3)C2=O)=[N:6][CH:7]=1.NN. The catalyst is CO. The product is [Cl:1][C:2]1[CH:3]=[CH:4][C:5]([NH:8][C:9](=[O:41])[O:10][CH2:11][C@@H:12]([N:27]([CH3:40])[C:28]([NH:30][CH2:31][C:32]2[CH:37]=[CH:36][CH:35]=[C:34]([F:38])[C:33]=2[Cl:39])=[O:29])[CH2:13][CH2:14][CH2:15][NH2:16])=[N:6][CH:7]=1. The yield is 0.730. (9) The reactants are [NH2:1][C@@H:2]([CH2:20][O:21][CH2:22][C:23]1[CH:28]=[CH:27][CH:26]=[CH:25][CH:24]=1)[C:3]([NH:5][C:6]1[CH:11]=[CH:10][C:9]([O:12][C:13]2[CH:18]=[CH:17][C:16]([F:19])=[CH:15][CH:14]=2)=[CH:8][CH:7]=1)=[O:4].Cl.[N:30]1([CH2:35][C:36](O)=[O:37])[CH:34]=[N:33][CH:32]=[N:31]1. No catalyst specified. The product is [N:30]1([CH2:35][C:36]([NH:1][C@@H:2]([CH2:20][O:21][CH2:22][C:23]2[CH:24]=[CH:25][CH:26]=[CH:27][CH:28]=2)[C:3]([NH:5][C:6]2[CH:7]=[CH:8][C:9]([O:12][C:13]3[CH:18]=[CH:17][C:16]([F:19])=[CH:15][CH:14]=3)=[CH:10][CH:11]=2)=[O:4])=[O:37])[CH:34]=[N:33][CH:32]=[N:31]1. The yield is 0.660.